Task: Predict which catalyst facilitates the given reaction.. Dataset: Catalyst prediction with 721,799 reactions and 888 catalyst types from USPTO (1) Reactant: [O:1]1[C:5]2[CH:6]=[CH:7][C:8]([OH:10])=[CH:9][C:4]=2[O:3][CH2:2]1.C([Mg]Cl)(C)C.[CH2:16]([N:21]1[C:29]2[CH:28]=[CH:27][N:26]=[CH:25][C:24]=2[C:23](=[O:30])[C:22]1=[O:31])[CH2:17][CH2:18][CH2:19][CH3:20]. Product: [OH:30][C:23]1([C:7]2[C:8]([OH:10])=[CH:9][C:4]3[O:3][CH2:2][O:1][C:5]=3[CH:6]=2)[C:24]2[CH:25]=[N:26][CH:27]=[CH:28][C:29]=2[N:21]([CH2:16][CH2:17][CH2:18][CH2:19][CH3:20])[C:22]1=[O:31]. The catalyst class is: 1. (2) Reactant: Cl[C:2]1[N:7]=[C:6]([NH:8][C:9]2[CH:10]=[CH:11][C:12]([C@H:20]3[CH2:25][CH2:24][C@H:23]([OH:26])[CH2:22][CH2:21]3)=[C:13]3[C:17]=2[C:16](=[O:18])[N:15]([CH3:19])[CH2:14]3)[C:5]([C:27]([F:30])([F:29])[F:28])=[CH:4][N:3]=1.[NH2:31][C:32]1[N:37]=[CH:36][C:35]([CH2:38][P:39](=[O:46])([O:43][CH2:44][CH3:45])[O:40][CH2:41][CH3:42])=[CH:34][C:33]=1[O:47][CH3:48].CC1(C)C2C(=C(P(C3C=CC=CC=3)C3C=CC=CC=3)C=CC=2)OC2C(P(C3C=CC=CC=3)C3C=CC=CC=3)=CC=CC1=2.C([O-])([O-])=O.[Cs+].[Cs+]. Product: [OH:26][C@H:23]1[CH2:24][CH2:25][C@H:20]([C:12]2[CH:11]=[CH:10][C:9]([NH:8][C:6]3[C:5]([C:27]([F:30])([F:29])[F:28])=[CH:4][N:3]=[C:2]([NH:31][C:32]4[N:37]=[CH:36][C:35]([CH2:38][P:39](=[O:46])([O:40][CH2:41][CH3:42])[O:43][CH2:44][CH3:45])=[CH:34][C:33]=4[O:47][CH3:48])[N:7]=3)=[C:17]3[C:13]=2[CH2:14][N:15]([CH3:19])[C:16]3=[O:18])[CH2:21][CH2:22]1. The catalyst class is: 231.